This data is from Forward reaction prediction with 1.9M reactions from USPTO patents (1976-2016). The task is: Predict the product of the given reaction. Given the reactants [C:1](OC)(=[O:6])[CH2:2][C:3]([O-])=[O:4].C[O-].[Na+].[CH3:12][O:13][C:14]1[CH:31]=[C:30]([O:32][CH3:33])[CH:29]=[CH:28][C:15]=1[CH2:16][N:17]1[CH2:22][CH2:21][CH:20]([C:23]([F:26])([F:25])[F:24])[N:19]=[C:18]1[NH2:27].Cl, predict the reaction product. The product is: [CH3:12][O:13][C:14]1[CH:31]=[C:30]([O:32][CH3:33])[CH:29]=[CH:28][C:15]=1[CH2:16][N:17]1[C:18]2=[N:27][C:1]([OH:6])=[CH:2][C:3](=[O:4])[N:19]2[CH:20]([C:23]([F:26])([F:25])[F:24])[CH2:21][CH2:22]1.